This data is from NCI-60 drug combinations with 297,098 pairs across 59 cell lines. The task is: Regression. Given two drug SMILES strings and cell line genomic features, predict the synergy score measuring deviation from expected non-interaction effect. (1) Drug 1: C1=CC(=CC=C1CCC2=CNC3=C2C(=O)NC(=N3)N)C(=O)NC(CCC(=O)O)C(=O)O. Drug 2: C1=NNC2=C1C(=O)NC=N2. Cell line: SR. Synergy scores: CSS=33.6, Synergy_ZIP=-3.04, Synergy_Bliss=-7.62, Synergy_Loewe=-42.1, Synergy_HSA=-7.65. (2) Drug 1: C1=NC(=NC(=O)N1C2C(C(C(O2)CO)O)O)N. Drug 2: CC(C)CN1C=NC2=C1C3=CC=CC=C3N=C2N. Cell line: HOP-62. Synergy scores: CSS=30.2, Synergy_ZIP=-8.72, Synergy_Bliss=-5.44, Synergy_Loewe=-2.63, Synergy_HSA=-3.00. (3) Drug 1: CC1C(C(CC(O1)OC2CC(CC3=C2C(=C4C(=C3O)C(=O)C5=C(C4=O)C(=CC=C5)OC)O)(C(=O)C)O)N)O.Cl. Drug 2: CC1CCC2CC(C(=CC=CC=CC(CC(C(=O)C(C(C(=CC(C(=O)CC(OC(=O)C3CCCCN3C(=O)C(=O)C1(O2)O)C(C)CC4CCC(C(C4)OC)OCCO)C)C)O)OC)C)C)C)OC. Cell line: CAKI-1. Synergy scores: CSS=52.9, Synergy_ZIP=-6.21, Synergy_Bliss=-1.93, Synergy_Loewe=4.64, Synergy_HSA=5.28. (4) Drug 1: CCC1=C2CN3C(=CC4=C(C3=O)COC(=O)C4(CC)O)C2=NC5=C1C=C(C=C5)O. Drug 2: CC1C(C(CC(O1)OC2CC(CC3=C2C(=C4C(=C3O)C(=O)C5=CC=CC=C5C4=O)O)(C(=O)C)O)N)O. Cell line: KM12. Synergy scores: CSS=25.5, Synergy_ZIP=-11.5, Synergy_Bliss=-12.7, Synergy_Loewe=-11.0, Synergy_HSA=-6.62. (5) Drug 1: CC(C1=C(C=CC(=C1Cl)F)Cl)OC2=C(N=CC(=C2)C3=CN(N=C3)C4CCNCC4)N. Drug 2: C1=C(C(=O)NC(=O)N1)N(CCCl)CCCl. Cell line: KM12. Synergy scores: CSS=47.2, Synergy_ZIP=1.16, Synergy_Bliss=1.16, Synergy_Loewe=3.78, Synergy_HSA=4.12.